This data is from Catalyst prediction with 721,799 reactions and 888 catalyst types from USPTO. The task is: Predict which catalyst facilitates the given reaction. (1) Reactant: [Cl:1][C:2]1[CH:7]=[CH:6][C:5]([N:8]2[C:11](=[O:12])[C@H:10]([S:13][CH2:14][C:15]([C:17]3[CH:22]=[CH:21][C:20]([Cl:23])=[CH:19][CH:18]=3)=[O:16])[C@H:9]2[C:24]2[CH:38]=[CH:37][C:27]([O:28][CH2:29][C:30]([NH:32][CH2:33][C:34]([OH:36])=O)=[O:31])=[CH:26][CH:25]=2)=[CH:4][CH:3]=1.C[N:40]1[CH2:45][CH2:44][O:43]CC1.Cl.C(OC([NH:54][C@@H:55](C(OC(C)(C)C)=O)[CH2:56][CH2:57][CH2:58]CN)=O)(C)(C)C.CN(C([O:75]N1N=NC2C=CC=CC1=2)=[N+](C)C)C.[B-](F)(F)(F)F.C(OC(NCCCC[C@H](C(OC(C)(C)C)=O)N)=O)(C)(C)C.OS([O-])(=O)=O.[K+].[BH4-].[Na+].C([O-])(=O)C.[NH4+]. Product: [Cl:1][C:2]1[CH:7]=[CH:6][C:5]([N:8]2[C:11](=[O:12])[C@H:10]([S:13][CH2:14][CH:15]([C:17]3[CH:18]=[CH:19][C:20]([Cl:23])=[CH:21][CH:22]=3)[OH:16])[C@H:9]2[C:24]2[CH:25]=[CH:26][C:27]([O:28][CH2:29][C:30]([NH:32][CH2:33][C:34]([NH:40][C@@H:45]([C:44]([OH:43])=[O:75])[CH2:58][CH2:57][CH2:56][CH2:55][NH2:54])=[O:36])=[O:31])=[CH:37][CH:38]=2)=[CH:4][CH:3]=1. The catalyst class is: 34. (2) Reactant: [Br:1][C:2]1[CH:7]=[CH:6][C:5]([C:8]([C:10]([F:13])([F:12])[F:11])=[CH2:9])=[CH:4][CH:3]=1.[CH2:14]([N:21]([CH2:25][Si](C)(C)C)[CH2:22]OC)[C:15]1[CH:20]=[CH:19][CH:18]=[CH:17][CH:16]=1.FC(F)(F)C(O)=O. The catalyst class is: 2. Product: [CH2:14]([N:21]1[CH2:25][CH2:9][C:8]([C:5]2[CH:4]=[CH:3][C:2]([Br:1])=[CH:7][CH:6]=2)([C:10]([F:11])([F:12])[F:13])[CH2:22]1)[C:15]1[CH:20]=[CH:19][CH:18]=[CH:17][CH:16]=1. (3) Reactant: [NH2:1][CH:2]1[CH2:10][C:9]2[C:4](=[CH:5][CH:6]=[C:7]([S:11]C(=O)N(C)C)[CH:8]=2)[CH2:3]1.[OH-].[K+].Br[C:20]([CH3:29])([CH3:28])[C:21]([O:23][C:24]([CH3:27])([CH3:26])[CH3:25])=[O:22]. Product: [C:24]([O:23][C:21](=[O:22])[C:20]([S:11][C:7]1[CH:8]=[C:9]2[C:4](=[CH:5][CH:6]=1)[CH2:3][CH:2]([NH2:1])[CH2:10]2)([CH3:29])[CH3:28])([CH3:27])([CH3:26])[CH3:25]. The catalyst class is: 5. (4) Reactant: N#N.O.[C:4](=[O:7])([O-])[O-:5].[K+].O.O.[K+].[K+].[K+].[C:14](=[O:17])([O-])[O-].[N+:18]([CH2:20][C:21]([O:23][CH3:24])=[O:22])#[C-:19].[CH:33]1[CH:38]=[CH:37][C:36](P(N=[N+]=[N-])([C:33]2[CH:34]=[CH:35][CH:36]=[CH:37][CH:38]=2)=O)=[CH:35][CH:34]=1.[C:42]1([CH3:48])[CH:47]=CC=C[CH:43]=1. Product: [CH3:24][O:23][C:21]([C:20]1[N:18]=[CH:19][O:17][C:14]=1[C:38]1[CH:33]=[CH:34][CH:35]=[C:36]([C:4]([O:5][C:42]([CH3:48])([CH3:47])[CH3:43])=[O:7])[CH:37]=1)=[O:22]. The catalyst class is: 499. (5) The catalyst class is: 7. Product: [Cl:1][C:2]1[CH:7]=[CH:6][C:5]([C@:8]2([O:17][C@H:16]([CH2:18][OH:19])[C@@H:14]([OH:15])[C@H:12]([OH:13])[C@H:10]2[OH:11])[OH:9])=[CH:4][C:3]=1[CH2:20][C:21]1[CH:26]=[CH:25][C:24]([O:27][C:28]2([CH2:33][OH:34])[CH2:29][CH2:30][CH2:31][CH2:32]2)=[CH:23][CH:22]=1. Reactant: [Cl:1][C:2]1[CH:7]=[CH:6][C:5]([C@:8]2([O:17][C@H:16]([CH2:18][OH:19])[C@@H:14]([OH:15])[C@H:12]([OH:13])[C@H:10]2[OH:11])[OH:9])=[CH:4][C:3]=1[CH2:20][C:21]1[CH:26]=[CH:25][C:24]([O:27][C:28]2([C:33](OC)=[O:34])[CH2:32][CH2:31][CH2:30][CH2:29]2)=[CH:23][CH:22]=1.[BH4-].[Li+].C([O-])(O)=O.[Na+]. (6) Reactant: [C:1]1([C:7]2[CH:8]=[C:9]3[C:13](=[C:14]([C:16]([NH2:18])=[O:17])[CH:15]=2)[NH:12][CH:11]=[C:10]3[CH:19]2[CH2:24][CH2:23][NH:22][CH2:21][CH2:20]2)[CH:6]=[CH:5][CH:4]=[CH:3][CH:2]=1.[CH3:25][N:26]([CH3:32])[CH2:27][CH2:28][C:29](O)=[O:30].F[P-](F)(F)(F)(F)F.CN(C(ON1C2=NC=CC=C2N=N1)=[N+](C)C)C.C(N(C(C)C)CC)(C)C. Product: [CH3:25][N:26]([CH3:32])[CH2:27][CH2:28][C:29]([N:22]1[CH2:23][CH2:24][CH:19]([C:10]2[C:9]3[C:13](=[C:14]([C:16]([NH2:18])=[O:17])[CH:15]=[C:7]([C:1]4[CH:2]=[CH:3][CH:4]=[CH:5][CH:6]=4)[CH:8]=3)[NH:12][CH:11]=2)[CH2:20][CH2:21]1)=[O:30]. The catalyst class is: 9. (7) Reactant: [O:1]1[C:10]2[C:5](=[CH:6][CH:7]=[CH:8][CH:9]=2)[CH2:4][CH2:3][CH:2]1[C:11](O)=[O:12].[H-].[H-].[H-].[H-].[Li+].[Al+3]. Product: [O:1]1[C:10]2[C:5](=[CH:6][CH:7]=[CH:8][CH:9]=2)[CH2:4][CH2:3][CH:2]1[CH2:11][OH:12]. The catalyst class is: 1. (8) Reactant: [N:1]1[CH:6]=[CH:5][CH:4]=[CH:3][C:2]=1[C:7]1[CH:12]=[CH:11][C:10]([C:13]2[O:14][C:15]3[C:21]([C:22](OC)=[O:23])=[CH:20][CH:19]=[CH:18][C:16]=3[N:17]=2)=[CH:9][CH:8]=1.[NH3:26]. Product: [N:1]1[CH:6]=[CH:5][CH:4]=[CH:3][C:2]=1[C:7]1[CH:8]=[CH:9][C:10]([C:13]2[O:14][C:15]3[C:21]([C:22]([NH2:26])=[O:23])=[CH:20][CH:19]=[CH:18][C:16]=3[N:17]=2)=[CH:11][CH:12]=1. The catalyst class is: 5. (9) The catalyst class is: 457. Reactant: [C:1]([O:7][C@@H:8]1[C@@H:13]([O:14][C:15](=[O:20])[C:16]([CH3:19])([CH3:18])[CH3:17])[C@H:12]([O:21][C:22](=[O:27])[C:23]([CH3:26])([CH3:25])[CH3:24])[C@@H:11]([CH2:28][O:29][C:30](=[O:35])[C:31]([CH3:34])([CH3:33])[CH3:32])[O:10][C@H:9]1[O:36][C:37]1[C:45]2[C:40](=[CH:41][CH:42]=[CH:43][C:44]=2/[CH:46]=[CH:47]/[C:48]2[CH:53]=[CH:52][N:51]=[CH:50][CH:49]=2)[NH:39][N:38]=1)(=[O:6])[C:2]([CH3:5])([CH3:4])[CH3:3]. Product: [C:1]([O:7][C@@H:8]1[C@@H:13]([O:14][C:15](=[O:20])[C:16]([CH3:17])([CH3:18])[CH3:19])[C@H:12]([O:21][C:22](=[O:27])[C:23]([CH3:26])([CH3:25])[CH3:24])[C@@H:11]([CH2:28][O:29][C:30](=[O:35])[C:31]([CH3:34])([CH3:32])[CH3:33])[O:10][C@H:9]1[O:36][C:37]1[C:45]2[C:40](=[CH:41][CH:42]=[CH:43][C:44]=2[CH2:46][CH2:47][C:48]2[CH:49]=[CH:50][N:51]=[CH:52][CH:53]=2)[NH:39][N:38]=1)(=[O:6])[C:2]([CH3:3])([CH3:4])[CH3:5].